From a dataset of Reaction yield outcomes from USPTO patents with 853,638 reactions. Predict the reaction yield, written as a fraction of the theoretical maximum amount of product (1.0 means a 100% yield; for example, 0.34 means a 34% yield). The reactants are [CH3:1][S:2](Cl)(=[O:4])=[O:3].[CH2:6]([O:13][C:14](=[O:27])[NH:15][C:16]1[C:25]2[CH2:24][CH:23]([NH2:26])[CH2:22][CH2:21][C:20]=2[CH:19]=[CH:18][CH:17]=1)[C:7]1[CH:12]=[CH:11][CH:10]=[CH:9][CH:8]=1.C(N(C(C)C)CC)(C)C.O. The catalyst is C(Cl)Cl. The product is [CH2:6]([O:13][C:14](=[O:27])[NH:15][C:16]1[C:25]2[CH2:24][CH:23]([NH:26][S:2]([CH3:1])(=[O:4])=[O:3])[CH2:22][CH2:21][C:20]=2[CH:19]=[CH:18][CH:17]=1)[C:7]1[CH:12]=[CH:11][CH:10]=[CH:9][CH:8]=1. The yield is 0.580.